From a dataset of Full USPTO retrosynthesis dataset with 1.9M reactions from patents (1976-2016). Predict the reactants needed to synthesize the given product. (1) Given the product [CH3:14][N:17]([CH3:19])/[CH:18]=[C:9]1/[C:10](=[O:11])[C:4]2[S:3][C:2]([N:1]=[CH:14][N:17]([CH3:19])[CH3:18])=[N:6][C:5]=2[CH2:7][CH2:8]/1, predict the reactants needed to synthesize it. The reactants are: [NH2:1][C:2]1[S:3][C:4]2[C:10](=[O:11])[CH2:9][CH2:8][CH2:7][C:5]=2[N:6]=1.CO[CH:14]([N:17]([CH3:19])[CH3:18])OC. (2) Given the product [ClH:22].[NH:11]1[CH2:12][CH2:13][CH2:14][CH:9]([C:4]2[CH:5]=[CH:6][CH:7]=[CH:8][C:3]=2[C:1]#[N:2])[CH2:10]1, predict the reactants needed to synthesize it. The reactants are: [C:1]([C:3]1[CH:8]=[CH:7][CH:6]=[CH:5][C:4]=1[CH:9]1[CH2:14][CH2:13][CH2:12][N:11](C(OC(C)(C)C)=O)[CH2:10]1)#[N:2].[ClH:22]. (3) Given the product [N:13]1([C:19]2[CH:20]=[CH:21][C:22]([N:25]3[C:10](=[O:12])[CH:8]([CH3:9])[N:7]([C:1]4[CH:2]=[CH:3][CH:4]=[CH:5][CH:6]=4)[C:26]3=[S:27])=[CH:23][CH:24]=2)[CH2:14][CH2:15][O:16][CH2:17][CH2:18]1, predict the reactants needed to synthesize it. The reactants are: [C:1]1([NH:7][C@H:8]([C:10]([OH:12])=O)[CH3:9])[CH:6]=[CH:5][CH:4]=[CH:3][CH:2]=1.[N:13]1([C:19]2[CH:24]=[CH:23][C:22]([N:25]=[C:26]=[S:27])=[CH:21][CH:20]=2)[CH2:18][CH2:17][O:16][CH2:15][CH2:14]1. (4) Given the product [F:2][C:3]1[CH:4]=[C:5]([CH:29]=[CH:30][C:31]=1[O:32][C:33]([F:36])([F:34])[F:35])[CH2:6][NH:7][C:8]([C@H:10]1[CH2:15][N:14]([C:38]2[S:39][C:40]3[C:45]([Cl:46])=[N:44][C:43]([CH:47]4[CH2:48][CH2:49]4)=[N:42][C:41]=3[N:50]=2)[CH2:13][CH2:12][N:11]1[S:16]([C:19]1[CH:24]=[CH:23][C:22]([C:25]([F:28])([F:27])[F:26])=[CH:21][CH:20]=1)(=[O:17])=[O:18])=[O:9], predict the reactants needed to synthesize it. The reactants are: Cl.[F:2][C:3]1[CH:4]=[C:5]([CH:29]=[CH:30][C:31]=1[O:32][C:33]([F:36])([F:35])[F:34])[CH2:6][NH:7][C:8]([C@H:10]1[CH2:15][NH:14][CH2:13][CH2:12][N:11]1[S:16]([C:19]1[CH:24]=[CH:23][C:22]([C:25]([F:28])([F:27])[F:26])=[CH:21][CH:20]=1)(=[O:18])=[O:17])=[O:9].Cl[C:38]1[S:39][C:40]2[C:45]([Cl:46])=[N:44][C:43]([CH:47]3[CH2:49][CH2:48]3)=[N:42][C:41]=2[N:50]=1.C(N(CC)C(C)C)(C)C. (5) Given the product [C:23]([O:7][C:8]1[CH:17]=[C:16]2[C:11]([C:12](=[O:18])[NH:13][CH:14]=[N:15]2)=[C:10]([O:19][CH:20]([CH3:22])[CH3:21])[CH:9]=1)(=[O:25])[CH3:24], predict the reactants needed to synthesize it. The reactants are: N1C=CC=CC=1.[OH:7][C:8]1[CH:17]=[C:16]2[C:11]([C:12](=[O:18])[NH:13][CH:14]=[N:15]2)=[C:10]([O:19][CH:20]([CH3:22])[CH3:21])[CH:9]=1.[C:23](OC(=O)C)(=[O:25])[CH3:24]. (6) Given the product [CH3:1][C:2]1[CH:7]=[C:6]([O:8][CH2:9][C:10]2([CH3:16])[CH2:11][S:12](=[O:15])(=[O:14])[CH2:13]2)[CH:5]=[CH:4][C:3]=1[C:17]1[C:21]2[CH:22]=[C:23]([CH2:26][O:27][C:28]3[CH:29]=[CH:30][C:31]([C@@H:34]([C:41]#[C:42][CH3:43])[CH2:35][C:36]([OH:38])=[O:37])=[CH:32][CH:33]=3)[CH:24]=[CH:25][C:20]=2[S:19][CH:18]=1, predict the reactants needed to synthesize it. The reactants are: [CH3:1][C:2]1[CH:7]=[C:6]([O:8][CH2:9][C:10]2([CH3:16])[CH2:13][S:12](=[O:15])(=[O:14])[CH2:11]2)[CH:5]=[CH:4][C:3]=1[C:17]1[C:21]2[CH:22]=[C:23]([CH2:26][O:27][C:28]3[CH:33]=[CH:32][C:31]([C@@H:34]([C:41]#[C:42][CH3:43])[CH2:35][C:36]([O:38]CC)=[O:37])=[CH:30][CH:29]=3)[CH:24]=[CH:25][C:20]=2[S:19][CH:18]=1.[Li+].[OH-].Cl. (7) Given the product [O:25]=[S:2]1(=[O:1])[CH2:3][CH:4]=[C:5]([C:8]2[CH:13]=[CH:12][C:11]([N:14]3[CH2:18][C@H:17]([CH2:19][N:20]4[CH:27]=[C:26]([O:28][CH2:29][CH3:30])[N:22]=[N:21]4)[O:16][C:15]3=[O:23])=[CH:10][C:9]=2[F:24])[CH2:6][CH2:7]1, predict the reactants needed to synthesize it. The reactants are: [O:1]=[S:2]1(=[O:25])[CH2:7][CH:6]=[C:5]([C:8]2[CH:13]=[CH:12][C:11]([N:14]3[CH2:18][C@H:17]([CH2:19][N:20]=[N+:21]=[N-:22])[O:16][C:15]3=[O:23])=[CH:10][C:9]=2[F:24])[CH2:4][CH2:3]1.[CH2:26]([O:28][C:29]#[CH:30])[CH3:27].N1C(C)=CC=CC=1C.O.